Dataset: Peptide-MHC class II binding affinity with 134,281 pairs from IEDB. Task: Regression. Given a peptide amino acid sequence and an MHC pseudo amino acid sequence, predict their binding affinity value. This is MHC class II binding data. (1) The MHC is DRB5_0101 with pseudo-sequence DRB5_0101. The peptide sequence is DRAVKLYRKLKREIT. The binding affinity (normalized) is 0.324. (2) The peptide sequence is CLKKNSLGYDERLNE. The MHC is DRB1_0101 with pseudo-sequence DRB1_0101. The binding affinity (normalized) is 0.485. (3) The peptide sequence is RERLVLTLGAAMVEI. The MHC is HLA-DQA10501-DQB10302 with pseudo-sequence HLA-DQA10501-DQB10302. The binding affinity (normalized) is 0.600. (4) The MHC is DRB4_0101 with pseudo-sequence DRB4_0103. The peptide sequence is YASVEAANASPLQVA. The binding affinity (normalized) is 0.270. (5) The peptide sequence is GELQIVDKYDAAFKI. The MHC is DRB5_0101 with pseudo-sequence DRB5_0101. The binding affinity (normalized) is 0.629. (6) The peptide sequence is HDKKSMGDDHFWAVR. The MHC is HLA-DQA10104-DQB10503 with pseudo-sequence HLA-DQA10104-DQB10503. The binding affinity (normalized) is 0.614. (7) The peptide sequence is TQFHPPHIEIQMLKNG. The MHC is H-2-IAd with pseudo-sequence H-2-IAd. The binding affinity (normalized) is 0.0802.